Dataset: Full USPTO retrosynthesis dataset with 1.9M reactions from patents (1976-2016). Task: Predict the reactants needed to synthesize the given product. (1) The reactants are: [N:1]1[CH:6]=[CH:5][CH:4]=[C:3]([CH2:7][O:8][C:9]2[CH:14]=[CH:13][C:12]([CH2:15][C:16]([O:18]C)=[O:17])=[CH:11][CH:10]=2)[CH:2]=1.[OH-].[Na+]. Given the product [N:1]1[CH:6]=[CH:5][CH:4]=[C:3]([CH2:7][O:8][C:9]2[CH:14]=[CH:13][C:12]([CH2:15][C:16]([OH:18])=[O:17])=[CH:11][CH:10]=2)[CH:2]=1, predict the reactants needed to synthesize it. (2) Given the product [CH3:1][O:2][C:3](=[O:14])[CH2:4][C:5]1[CH:13]=[CH:12][C:8]([C:9]([O:11][C:16]([CH3:18])([CH3:17])[CH3:15])=[O:10])=[CH:7][CH:6]=1, predict the reactants needed to synthesize it. The reactants are: [CH3:1][O:2][C:3](=[O:14])[CH2:4][C:5]1[CH:13]=[CH:12][C:8]([C:9]([OH:11])=[O:10])=[CH:7][CH:6]=1.[CH3:15][C:16](=[CH2:18])[CH3:17].S(=O)(=O)(O)O. (3) The reactants are: [CH3:1][O:2][C:3]([C:5]1[CH:6]=[CH:7][C:8]2[CH:12]=[C:11]([C:13]([CH2:24][CH3:25])([C:16]3[CH:21]=[CH:20][C:19]([OH:22])=[C:18]([CH3:23])[CH:17]=3)[CH2:14][CH3:15])[S:10][C:9]=2[CH:26]=1)=[O:4].Br[CH2:28][C:29](=[O:34])[C:30]([CH3:33])([CH3:32])[CH3:31].C([O-])([O-])=O.[K+].[K+]. Given the product [CH3:1][O:2][C:3]([C:5]1[CH:6]=[CH:7][C:8]2[CH:12]=[C:11]([C:13]([C:16]3[CH:21]=[CH:20][C:19]([O:22][CH2:28][C:29](=[O:34])[C:30]([CH3:33])([CH3:32])[CH3:31])=[C:18]([CH3:23])[CH:17]=3)([CH2:24][CH3:25])[CH2:14][CH3:15])[S:10][C:9]=2[CH:26]=1)=[O:4], predict the reactants needed to synthesize it. (4) Given the product [C:1]1([C:12]2[CH:17]=[CH:16][CH:15]=[CH:14][CH:13]=2)[CH:6]=[CH:5][C:4]([O:7][CH2:8][C:9]([N:21]([CH:18]([CH3:20])[CH3:19])[CH2:22][C:23]2[O:27][N:26]=[C:25]([C:28]3[CH:29]=[CH:30][CH:31]=[CH:32][CH:33]=3)[N:24]=2)=[O:10])=[CH:3][CH:2]=1, predict the reactants needed to synthesize it. The reactants are: [C:1]1([C:12]2[CH:17]=[CH:16][CH:15]=[CH:14][CH:13]=2)[CH:6]=[CH:5][C:4]([O:7][CH2:8][C:9](Cl)=[O:10])=[CH:3][CH:2]=1.[CH:18]([NH:21][CH2:22][C:23]1[O:27][N:26]=[C:25]([C:28]2[CH:33]=[CH:32][CH:31]=[CH:30][CH:29]=2)[N:24]=1)([CH3:20])[CH3:19].C(N(CC)CC)C. (5) Given the product [Si:23]([O:30][CH2:31][CH2:32][CH2:33][C:34]([C:13]1[CH:14]=[C:15]([CH:18]2[O:22][CH2:21][CH2:20][O:19]2)[S:16][CH:17]=1)([C:36]1[CH:37]=[CH:38][CH:39]=[CH:40][CH:41]=1)[OH:35])([C:26]([CH3:29])([CH3:28])[CH3:27])([CH3:25])[CH3:24], predict the reactants needed to synthesize it. The reactants are: [Li]CCCC.CCCCCC.Br[C:13]1[CH:14]=[C:15]([CH:18]2[O:22][CH2:21][CH2:20][O:19]2)[S:16][CH:17]=1.[Si:23]([O:30][CH2:31][CH2:32][CH2:33][C:34]([C:36]1[CH:41]=[CH:40][CH:39]=[CH:38][CH:37]=1)=[O:35])([C:26]([CH3:29])([CH3:28])[CH3:27])([CH3:25])[CH3:24]. (6) Given the product [CH2:9]([C:4]1[CH:3]=[C:2]([C:12]2[S:11][CH:15]=[CH:14][CH:13]=2)[N:7]=[CH:6][C:5]=1[NH2:8])[CH3:10], predict the reactants needed to synthesize it. The reactants are: Br[C:2]1[N:7]=[CH:6][C:5]([NH2:8])=[C:4]([CH2:9][CH3:10])[CH:3]=1.[S:11]1[CH:15]=[CH:14][CH:13]=[C:12]1B(O)O.C(=O)([O-])[O-].[Na+].[Na+].CCOC(C)=O.